From a dataset of Forward reaction prediction with 1.9M reactions from USPTO patents (1976-2016). Predict the product of the given reaction. (1) The product is: [Br:4][C:5]1[C:14]([O:15][CH3:16])=[CH:13][C:8]([CH2:9][OH:10])=[CH:7][C:6]=1[O:17][CH3:18]. Given the reactants [Cl-].[Ca+2].[Cl-].[Br:4][C:5]1[C:14]([O:15][CH3:16])=[CH:13][C:8]([C:9](OC)=[O:10])=[CH:7][C:6]=1[O:17][CH3:18].[BH4-].[Na+].Cl, predict the reaction product. (2) The product is: [CH2:1]([O:8][CH2:9][CH2:10][C:11]1[CH:12]=[CH:13][C:14]([O:17][C:21]([CH3:24])([CH3:22])[C:20]([O:31][CH2:30][CH3:29])=[O:18])=[CH:15][CH:16]=1)[C:2]1[CH:3]=[CH:4][CH:5]=[CH:6][CH:7]=1. Given the reactants [CH2:1]([O:8][CH2:9][CH2:10][C:11]1[CH:16]=[CH:15][C:14]([OH:17])=[CH:13][CH:12]=1)[C:2]1[CH:7]=[CH:6][CH:5]=[CH:4][CH:3]=1.[OH2:18].Cl[C:20](Cl)(Cl)[C:21]([CH3:24])(O)[CH3:22].[OH-].[K+].[CH3:29][C:30](C)=[O:31], predict the reaction product. (3) Given the reactants [CH3:1][O:2][C:3]1[CH:8]=[CH:7][C:6]([S:9]([C:12]([F:15])([F:14])[F:13])(=[O:11])=[O:10])=[CH:5][C:4]=1[S:16]([NH:19][C:20]1[CH:25]=[CH:24][CH:23]=[CH:22][C:21]=1[NH:26][S:27]([C:30]1[CH:35]=[CH:34][C:33]([N+:36]([O-])=O)=[CH:32][CH:31]=1)(=[O:29])=[O:28])(=[O:18])=[O:17], predict the reaction product. The product is: [NH2:36][C:33]1[CH:32]=[CH:31][C:30]([S:27]([NH:26][C:21]2[CH:22]=[CH:23][CH:24]=[CH:25][C:20]=2[NH:19][S:16]([C:4]2[CH:5]=[C:6]([S:9]([C:12]([F:15])([F:14])[F:13])(=[O:10])=[O:11])[CH:7]=[CH:8][C:3]=2[O:2][CH3:1])(=[O:17])=[O:18])(=[O:29])=[O:28])=[CH:35][CH:34]=1. (4) Given the reactants Br[C:2]1[C:3]([O:11][CH3:12])=[CH:4][C:5]([F:10])=[C:6]([CH:9]=1)[CH:7]=[O:8].[Cu](C#N)[C:14]#[N:15].O, predict the reaction product. The product is: [F:10][C:5]1[C:6]([CH:7]=[O:8])=[CH:9][C:2]([C:14]#[N:15])=[C:3]([O:11][CH3:12])[CH:4]=1. (5) Given the reactants [CH3:1][C:2]1[CH:3]=[CH:4][C:5]([N+:9]([O-:11])=[O:10])=[C:6]([OH:8])[CH:7]=1.[Br:12]Br, predict the reaction product. The product is: [Br:12][C:3]1[C:2]([CH3:1])=[CH:7][C:6]([OH:8])=[C:5]([N+:9]([O-:11])=[O:10])[CH:4]=1. (6) Given the reactants [CH3:1][O:2][C:3]1[N:8]=[CH:7][C:6]([N:9]2[C:13]([C:14]3[CH:19]=[N:18][C:17]([CH3:20])=[CH:16][N:15]=3)=[CH:12][C:11]([C:21]([OH:23])=O)=[N:10]2)=[CH:5][CH:4]=1.Cl.[CH3:25][NH:26][CH3:27], predict the reaction product. The product is: [CH3:25][N:26]([CH3:27])[C:21]([C:11]1[CH:12]=[C:13]([C:14]2[CH:19]=[N:18][C:17]([CH3:20])=[CH:16][N:15]=2)[N:9]([C:6]2[CH:7]=[N:8][C:3]([O:2][CH3:1])=[CH:4][CH:5]=2)[N:10]=1)=[O:23]. (7) The product is: [Cl:12][C:10]1[CH:11]=[C:6]([NH:5][C:4]2[N:3]=[C:1]([NH2:2])[NH:18][N:17]=2)[CH:7]=[C:8]([Cl:14])[C:9]=1[I:13]. Given the reactants [C:1](/[N:3]=[C:4](\SC)/[NH:5][C:6]1[CH:11]=[C:10]([Cl:12])[C:9]([I:13])=[C:8]([Cl:14])[CH:7]=1)#[N:2].[NH2:17][NH2:18], predict the reaction product. (8) Given the reactants [Cl:1][C:2]1[C:11]2[C:6](=[CH:7][C:8]([O:19][CH2:20][CH2:21][N:22]3[CH2:26][CH2:25][CH2:24][CH2:23]3)=[CH:9][C:10]=2[N:12]2[CH2:17][CH2:16][N:15]([CH3:18])[CH2:14][CH2:13]2)[N:5]=[CH:4][N:3]=1.[ClH:27].[Cl:28][C:29]1[CH:35]=[CH:34][C:33]([O:36][CH3:37])=[CH:32][C:30]=1[NH2:31].Cl, predict the reaction product. The product is: [ClH:1].[ClH:28].[ClH:27].[Cl:28][C:29]1[CH:35]=[CH:34][C:33]([O:36][CH3:37])=[CH:32][C:30]=1[NH:31][C:2]1[C:11]2[C:6](=[CH:7][C:8]([O:19][CH2:20][CH2:21][N:22]3[CH2:23][CH2:24][CH2:25][CH2:26]3)=[CH:9][C:10]=2[N:12]2[CH2:13][CH2:14][N:15]([CH3:18])[CH2:16][CH2:17]2)[N:5]=[CH:4][N:3]=1.